Dataset: Full USPTO retrosynthesis dataset with 1.9M reactions from patents (1976-2016). Task: Predict the reactants needed to synthesize the given product. (1) The reactants are: [CH2:1]([O:8][C:9]1[CH:10]=[C:11]([C:23]2[O:24][C:25]3[C:30]([C:31](=[O:41])[C:32]=2[O:33][CH2:34][C:35]2[CH:40]=[CH:39][CH:38]=[CH:37][CH:36]=2)=[C:29]([OH:42])[C:28]([I:43])=[C:27]([O:44][CH2:45][C:46]2[CH:51]=[CH:50][CH:49]=[CH:48][CH:47]=2)[CH:26]=3)[CH:12]=[CH:13][C:14]=1[O:15][CH2:16][C:17]1[CH:22]=[CH:21][CH:20]=[CH:19][CH:18]=1)[C:2]1[CH:7]=[CH:6][CH:5]=[CH:4][CH:3]=1.[CH2:52](Br)[C:53]1[CH:58]=[CH:57][CH:56]=[CH:55][CH:54]=1. Given the product [CH2:1]([O:8][C:9]1[CH:10]=[C:11]([C:23]2[O:24][C:25]3[C:30]([C:31](=[O:41])[C:32]=2[O:33][CH2:34][C:35]2[CH:36]=[CH:37][CH:38]=[CH:39][CH:40]=2)=[C:29]([O:42][CH2:52][C:53]2[CH:58]=[CH:57][CH:56]=[CH:55][CH:54]=2)[C:28]([I:43])=[C:27]([O:44][CH2:45][C:46]2[CH:51]=[CH:50][CH:49]=[CH:48][CH:47]=2)[CH:26]=3)[CH:12]=[CH:13][C:14]=1[O:15][CH2:16][C:17]1[CH:18]=[CH:19][CH:20]=[CH:21][CH:22]=1)[C:2]1[CH:7]=[CH:6][CH:5]=[CH:4][CH:3]=1, predict the reactants needed to synthesize it. (2) Given the product [CH:42]1([C:45]2[C:52]([C:53]3[N:54]=[N:55][CH:56]=[C:57]([CH:59]=[CH2:60])[CH:58]=3)=[CH:51][C:48]([C:49]#[N:50])=[C:47]([N:61]3[CH2:66][CH2:65][N:64]([C:6](=[O:8])[CH2:5][C@H:2]4[CH2:3][CH2:4][O:1]4)[C@H:63]([CH:67]4[CH2:69][CH2:68]4)[CH2:62]3)[N:46]=2)[CH2:43][CH2:44]1, predict the reactants needed to synthesize it. The reactants are: [O:1]1[CH2:4][CH2:3][CH:2]1[CH2:5][C:6]([OH:8])=O.CN(C(ON1N=NC2C=CC=NC1=2)=[N+](C)C)C.F[P-](F)(F)(F)(F)F.CCN(C(C)C)C(C)C.[CH:42]1([C:45]2[C:52]([C:53]3[N:54]=[N:55][CH:56]=[C:57]([CH:59]=[CH2:60])[CH:58]=3)=[CH:51][C:48]([C:49]#[N:50])=[C:47]([N:61]3[CH2:66][CH2:65][NH:64][C@H:63]([CH:67]4[CH2:69][CH2:68]4)[CH2:62]3)[N:46]=2)[CH2:44][CH2:43]1.